Dataset: NCI-60 drug combinations with 297,098 pairs across 59 cell lines. Task: Regression. Given two drug SMILES strings and cell line genomic features, predict the synergy score measuring deviation from expected non-interaction effect. (1) Drug 1: CC12CCC3C(C1CCC2=O)CC(=C)C4=CC(=O)C=CC34C. Drug 2: CC1=C(N=C(N=C1N)C(CC(=O)N)NCC(C(=O)N)N)C(=O)NC(C(C2=CN=CN2)OC3C(C(C(C(O3)CO)O)O)OC4C(C(C(C(O4)CO)O)OC(=O)N)O)C(=O)NC(C)C(C(C)C(=O)NC(C(C)O)C(=O)NCCC5=NC(=CS5)C6=NC(=CS6)C(=O)NCCC[S+](C)C)O. Cell line: SF-539. Synergy scores: CSS=37.5, Synergy_ZIP=-1.62, Synergy_Bliss=-0.934, Synergy_Loewe=-6.12, Synergy_HSA=-0.160. (2) Drug 1: CC1C(C(CC(O1)OC2CC(OC(C2O)C)OC3=CC4=CC5=C(C(=O)C(C(C5)C(C(=O)C(C(C)O)O)OC)OC6CC(C(C(O6)C)O)OC7CC(C(C(O7)C)O)OC8CC(C(C(O8)C)O)(C)O)C(=C4C(=C3C)O)O)O)O. Drug 2: CCCCC(=O)OCC(=O)C1(CC(C2=C(C1)C(=C3C(=C2O)C(=O)C4=C(C3=O)C=CC=C4OC)O)OC5CC(C(C(O5)C)O)NC(=O)C(F)(F)F)O. Cell line: SF-539. Synergy scores: CSS=89.8, Synergy_ZIP=7.91, Synergy_Bliss=6.19, Synergy_Loewe=3.71, Synergy_HSA=8.21. (3) Drug 1: C1=CN(C(=O)N=C1N)C2C(C(C(O2)CO)O)O.Cl. Drug 2: CCCCCOC(=O)NC1=NC(=O)N(C=C1F)C2C(C(C(O2)C)O)O. Cell line: RXF 393. Synergy scores: CSS=5.04, Synergy_ZIP=1.05, Synergy_Bliss=4.83, Synergy_Loewe=-0.132, Synergy_HSA=-0.112. (4) Drug 1: CCN(CC)CCNC(=O)C1=C(NC(=C1C)C=C2C3=C(C=CC(=C3)F)NC2=O)C. Drug 2: C(CN)CNCCSP(=O)(O)O. Cell line: HS 578T. Synergy scores: CSS=-2.89, Synergy_ZIP=4.14, Synergy_Bliss=7.11, Synergy_Loewe=-4.09, Synergy_HSA=-1.18. (5) Drug 1: CCCS(=O)(=O)NC1=C(C(=C(C=C1)F)C(=O)C2=CNC3=C2C=C(C=N3)C4=CC=C(C=C4)Cl)F. Drug 2: CCC1(CC2CC(C3=C(CCN(C2)C1)C4=CC=CC=C4N3)(C5=C(C=C6C(=C5)C78CCN9C7C(C=CC9)(C(C(C8N6C)(C(=O)OC)O)OC(=O)C)CC)OC)C(=O)OC)O.OS(=O)(=O)O. Cell line: NCI-H322M. Synergy scores: CSS=25.5, Synergy_ZIP=8.54, Synergy_Bliss=13.0, Synergy_Loewe=-19.6, Synergy_HSA=7.74. (6) Drug 1: CCN(CC)CCNC(=O)C1=C(NC(=C1C)C=C2C3=C(C=CC(=C3)F)NC2=O)C. Drug 2: C(=O)(N)NO. Cell line: HCC-2998. Synergy scores: CSS=1.64, Synergy_ZIP=0.642, Synergy_Bliss=2.49, Synergy_Loewe=4.45, Synergy_HSA=-0.605. (7) Drug 1: C1CN1P(=S)(N2CC2)N3CC3. Drug 2: C1=NC2=C(N=C(N=C2N1C3C(C(C(O3)CO)O)F)Cl)N. Cell line: MALME-3M. Synergy scores: CSS=1.94, Synergy_ZIP=-1.89, Synergy_Bliss=-2.70, Synergy_Loewe=-4.37, Synergy_HSA=-4.07.